This data is from Peptide-MHC class I binding affinity with 185,985 pairs from IEDB/IMGT. The task is: Regression. Given a peptide amino acid sequence and an MHC pseudo amino acid sequence, predict their binding affinity value. This is MHC class I binding data. (1) The peptide sequence is CFTSLVWAPLILA. The MHC is HLA-B57:01 with pseudo-sequence YYAMYGENMASTYENIAYIVYDSYTWAVLAYLWY. The binding affinity (normalized) is 0.148. (2) The peptide sequence is FPYEGGKVF. The MHC is HLA-A01:01 with pseudo-sequence HLA-A01:01. The binding affinity (normalized) is 0.0847. (3) The peptide sequence is IYSAEFKNY. The binding affinity (normalized) is 0.0847. The MHC is HLA-A26:01 with pseudo-sequence HLA-A26:01. (4) The peptide sequence is MVIENGILK. The MHC is HLA-B53:01 with pseudo-sequence HLA-B53:01. The binding affinity (normalized) is 0. (5) The peptide sequence is PTITQMNLKY. The MHC is HLA-A01:01 with pseudo-sequence HLA-A01:01. The binding affinity (normalized) is 0.584. (6) The peptide sequence is TLYCVHQGI. The MHC is HLA-A02:01 with pseudo-sequence HLA-A02:01. The binding affinity (normalized) is 0.380. (7) The peptide sequence is RLKTATYTF. The MHC is HLA-B27:05 with pseudo-sequence HLA-B27:05. The binding affinity (normalized) is 0.0847. (8) The peptide sequence is RGFAAPQFSL. The MHC is HLA-B38:01 with pseudo-sequence HLA-B38:01. The binding affinity (normalized) is 0.144. (9) The peptide sequence is QPAPQQGQLR. The MHC is Mamu-B8301 with pseudo-sequence Mamu-B8301. The binding affinity (normalized) is 0.358.